The task is: Predict the reaction yield, written as a fraction of the theoretical maximum amount of product (1.0 means a 100% yield; for example, 0.34 means a 34% yield).. This data is from Reaction yield outcomes from USPTO patents with 853,638 reactions. (1) The reactants are C([O:3][C:4]([C:6]1[N:7]=[C:8]([NH:11][C:12]2[CH:17]=[CH:16][C:15]([CH3:18])=[CH:14][N:13]=2)[S:9][CH:10]=1)=[O:5])C.Cl. No catalyst specified. The product is [CH3:18][C:15]1[CH:16]=[CH:17][C:12]([NH:11][C:8]2[S:9][CH:10]=[C:6]([C:4]([OH:5])=[O:3])[N:7]=2)=[N:13][CH:14]=1. The yield is 0.830. (2) The reactants are [CH3:1][O:2][C:3]1[CH:4]=[C:5]2[C:10](=[CH:11][CH:12]=1)[C:9](=[CH2:13])[CH2:8][CH2:7][CH2:6]2.C[OH:15]. The catalyst is O. The product is [CH3:1][O:2][C:3]1[CH:12]=[CH:11][C:10]2[CH2:9][C:13](=[O:15])[CH2:8][CH2:7][CH2:6][C:5]=2[CH:4]=1. The yield is 0.870. (3) The reactants are C(OC(N[C@@H:12]([CH2:24][C:25]1[CH:30]=[CH:29][C:28]([OH:31])=[CH:27][CH:26]=1)[C:13]([NH:15][C@@H:16]([CH2:20][CH:21]([CH3:23])[CH3:22])[C:17]([OH:19])=O)=[O:14])=O)C1C=CC=CC=1.[CH3:32][O:33][C:34](=[O:42])[C@@H:35]([NH2:41])[CH2:36][CH2:37][CH2:38][CH2:39][OH:40].[CH3:43]N(C(ON1N=NC2C=CC=NC1=2)=[N+](C)C)C.F[P-](F)(F)(F)(F)F.CCN(C(C)C)C(C)C. The product is [CH3:32][O:33][C:34](=[O:42])[C@@H:35]([NH:41][C:17](=[O:19])[C@@H:16]([NH:15][C:13](=[O:14])[C@@H:12]([CH3:43])[CH2:24][C:25]1[CH:26]=[CH:27][C:28]([OH:31])=[CH:29][CH:30]=1)[CH2:20][CH:21]([CH3:22])[CH3:23])[CH2:36][CH2:37][CH2:38][CH2:39][OH:40]. The yield is 0.760. The catalyst is CN(C=O)C.CCOC(C)=O. (4) The reactants are [CH2:1]([O:8][C:9]([NH:11][C:12]1[CH:29]=[CH:28][C:15]([O:16][C:17]2[CH:22]=[CH:21][N:20]=[C:19]([C:23]([O:25]CC)=[O:24])[CH:18]=2)=[CH:14][C:13]=1[F:30])=[O:10])[C:2]1[CH:7]=[CH:6][CH:5]=[CH:4][CH:3]=1.[OH-].[Li+].Cl. The catalyst is C(O)C.O. The product is [CH2:1]([O:8][C:9]([NH:11][C:12]1[CH:29]=[CH:28][C:15]([O:16][C:17]2[CH:22]=[CH:21][N:20]=[C:19]([C:23]([OH:25])=[O:24])[CH:18]=2)=[CH:14][C:13]=1[F:30])=[O:10])[C:2]1[CH:3]=[CH:4][CH:5]=[CH:6][CH:7]=1. The yield is 0.720. (5) The reactants are Br[C:2]1[C:10]2[C:9]([Cl:11])=[N:8][CH:7]=[N:6][C:5]=2[NH:4][CH:3]=1.[Li]CCCC.CN([CH:20]=[O:21])C. The catalyst is C1COCC1. The product is [Cl:11][C:9]1[C:10]2[C:2]([CH:20]=[O:21])=[CH:3][NH:4][C:5]=2[N:6]=[CH:7][N:8]=1. The yield is 0.780.